This data is from Full USPTO retrosynthesis dataset with 1.9M reactions from patents (1976-2016). The task is: Predict the reactants needed to synthesize the given product. Given the product [F:22][C:23]1[CH:28]=[CH:27][C:26]([C:2]2[CH:7]=[CH:6][N:5]=[C:4]([N:8]3[CH2:13][CH2:12][C:11]([CH3:20])([C:14]4[CH:19]=[CH:18][CH:17]=[CH:16][CH:15]=4)[O:10][C:9]3=[O:21])[N:3]=2)=[CH:25][CH:24]=1, predict the reactants needed to synthesize it. The reactants are: Cl[C:2]1[CH:7]=[CH:6][N:5]=[C:4]([N:8]2[CH2:13][CH2:12][C:11]([CH3:20])([C:14]3[CH:19]=[CH:18][CH:17]=[CH:16][CH:15]=3)[O:10][C:9]2=[O:21])[N:3]=1.[F:22][C:23]1[CH:28]=[CH:27][C:26](B(O)O)=[CH:25][CH:24]=1.